Dataset: Catalyst prediction with 721,799 reactions and 888 catalyst types from USPTO. Task: Predict which catalyst facilitates the given reaction. (1) Reactant: [Cl:1][C:2]1[CH:3]=[CH:4][CH:5]=[C:6]2[C:11]=1[C:10](=[O:12])[NH:9][C:8]([C@@H:13]([NH:15][C:16](=[O:32])[O:17][CH2:18][CH:19]1[C:31]3[CH:30]=[CH:29][CH:28]=[CH:27][C:26]=3[C:25]3[C:20]1=[CH:21][CH:22]=[CH:23][CH:24]=3)[CH3:14])=[CH:7]2.[B-](F)(F)(F)[F:34].[B-](F)(F)(F)F.C1[N+]2(CCl)CC[N+](F)(CC2)C1. Product: [Cl:1][C:2]1[CH:3]=[CH:4][CH:5]=[C:6]2[C:11]=1[C:10](=[O:12])[NH:9][C:8]([C@@H:13]([NH:15][C:16](=[O:32])[O:17][CH2:18][CH:19]1[C:31]3[CH:30]=[CH:29][CH:28]=[CH:27][C:26]=3[C:25]3[C:20]1=[CH:21][CH:22]=[CH:23][CH:24]=3)[CH3:14])=[C:7]2[F:34]. The catalyst class is: 10. (2) Reactant: [CH:1]1([C:4]2[N:9]=[C:8]([NH2:10])[CH:7]=[CH:6][CH:5]=2)[CH2:3][CH2:2]1.[Br:11]N1C(=O)CCC1=O. Product: [Br:11][C:5]1[CH:6]=[CH:7][C:8]([NH2:10])=[N:9][C:4]=1[CH:1]1[CH2:3][CH2:2]1. The catalyst class is: 5. (3) Reactant: B(Br)(Br)Br.[NH2:5][C:6]1[C:15]2=[N:16][N:17]([CH2:24][CH2:25][O:26]C)[C:18]([CH2:19][C:20]([CH3:23])([OH:22])[CH3:21])=[C:14]2[C:13]2[CH:12]=[CH:11][CH:10]=[CH:9][C:8]=2[N:7]=1. Product: [NH2:5][C:6]1[C:15]2=[N:16][N:17]([CH2:24][CH2:25][OH:26])[C:18]([CH2:19][C:20]([CH3:23])([OH:22])[CH3:21])=[C:14]2[C:13]2[CH:12]=[CH:11][CH:10]=[CH:9][C:8]=2[N:7]=1. The catalyst class is: 4. (4) Reactant: [S:1]([C:5]1[CH:11]=[CH:10][C:8]([CH3:9])=[CH:7][CH:6]=1)([O-:4])(=[O:3])=[O:2].[Cl:12][C:13]1[CH:18]=[CH:17][C:16]([NH:19][C:20]([NH:22][C:23]2[CH:39]=[CH:38][C:26]([O:27][C:28]3[CH:33]=[CH:32][N:31]=[C:30]([C:34]([NH:36][CH3:37])=[O:35])[CH:29]=3)=[CH:25][CH:24]=2)=[O:21])=[CH:15][C:14]=1[C:40]([F:43])([F:42])[F:41]. Product: [S:1]([C:5]1[CH:11]=[CH:10][C:8]([CH3:9])=[CH:7][CH:6]=1)([OH:4])(=[O:3])=[O:2].[Cl:12][C:13]1[CH:18]=[CH:17][C:16]([NH:19][C:20]([NH:22][C:23]2[CH:39]=[CH:38][C:26]([O:27][C:28]3[CH:33]=[CH:32][N:31]=[C:30]([C:34]([NH:36][CH3:37])=[O:35])[CH:29]=3)=[CH:25][CH:24]=2)=[O:21])=[CH:15][C:14]=1[C:40]([F:43])([F:41])[F:42]. The catalyst class is: 5. (5) Reactant: [CH2:1]([O:8][C:9]([NH:11][C@H:12]([C:17]([OH:19])=O)[CH2:13][CH:14]([CH3:16])[CH3:15])=[O:10])[C:2]1[CH:7]=[CH:6][CH:5]=[CH:4][CH:3]=1.Cl.CN.C[CH2:24][N:25](C(C)C)C(C)C.CN(C(ON1N=NC2C=CC=CC1=2)=[N+](C)C)C.[B-](F)(F)(F)F. Product: [CH3:24][NH:25][C:17](=[O:19])[C@H:12]([CH2:13][CH:14]([CH3:16])[CH3:15])[NH:11][C:9]([O:8][CH2:1][C:2]1[CH:7]=[CH:6][CH:5]=[CH:4][CH:3]=1)=[O:10]. The catalyst class is: 3. (6) Reactant: [CH3:1][C:2]1([CH3:27])[CH:7]2[CH2:8][CH:3]1[CH2:4][CH2:5][CH:6]2[CH2:9][CH2:10][N:11]1[CH2:16][CH2:15][C:14]([NH:19][C:20]2[CH:25]=[CH:24][CH:23]=[C:22]([F:26])[CH:21]=2)([C:17]#[N:18])[CH2:13][CH2:12]1.C(OC(=O)C)(=[O:30])C.[OH-].[Na+]. Product: [CH3:1][C:2]1([CH3:27])[CH:7]2[CH2:8][CH:3]1[CH2:4][CH2:5][CH:6]2[CH2:9][CH2:10][N:11]1[CH2:16][CH2:15][C:14]([NH:19][C:20]2[CH:25]=[CH:24][CH:23]=[C:22]([F:26])[CH:21]=2)([C:17]([NH2:18])=[O:30])[CH2:13][CH2:12]1. The catalyst class is: 106.